Predict the product of the given reaction. From a dataset of Forward reaction prediction with 1.9M reactions from USPTO patents (1976-2016). (1) Given the reactants Cl[C:2]1[CH:7]=[CH:6][N:5]=[C:4]([NH:8][C:9]2[CH:10]=[C:11]([C:34]#[N:35])[C:12]([N:18]3[CH2:23][CH2:22][N:21]([C:24]([O:26][C:27]([CH3:30])([CH3:29])[CH3:28])=[O:25])[C@H:20]([CH:31]([CH3:33])[CH3:32])[CH2:19]3)=[N:13][C:14]=2[CH:15]2[CH2:17][CH2:16]2)[CH:3]=1.[K].[CH:37]([B-](F)(F)F)=[CH2:38].[H+].CCN(C(C)C)C(C)C, predict the reaction product. The product is: [C:34]([C:11]1[C:12]([N:18]2[CH2:23][CH2:22][N:21]([C:24]([O:26][C:27]([CH3:30])([CH3:29])[CH3:28])=[O:25])[C@H:20]([CH:31]([CH3:33])[CH3:32])[CH2:19]2)=[N:13][C:14]([CH:15]2[CH2:17][CH2:16]2)=[C:9]([NH:8][C:4]2[CH:3]=[C:2]([CH:37]=[CH2:38])[CH:7]=[CH:6][N:5]=2)[CH:10]=1)#[N:35]. (2) Given the reactants [Li+].C[Si]([N-][Si](C)(C)C)(C)C.[C:11]([O:14][C:15]([CH3:18])([CH3:17])[CH3:16])(=[O:13])[CH3:12].[Cl:19][C:20]1[CH:21]=[C:22]2[C:26](=[CH:27][CH:28]=1)[N:25]([CH2:29][C:30]1[CH:35]=[CH:34][CH:33]=[CH:32][CH:31]=1)[C:24]([C:36](OCC)=[O:37])=[CH:23]2, predict the reaction product. The product is: [CH2:29]([N:25]1[C:26]2[C:22](=[CH:21][C:20]([Cl:19])=[CH:28][CH:27]=2)[CH:23]=[C:24]1[C:36](=[O:37])[CH2:12][C:11]([O:14][C:15]([CH3:18])([CH3:17])[CH3:16])=[O:13])[C:30]1[CH:31]=[CH:32][CH:33]=[CH:34][CH:35]=1. (3) Given the reactants [NH:1]1[C:9]2[C:4](=[CH:5][C:6]([C:10]3[O:14][N:13]=[C:12]([C:15]([OH:17])=O)[CH:11]=3)=[CH:7][CH:8]=2)[CH:3]=[N:2]1.CN(C(ON1N=NC2C=CC=NC1=2)=[N+](C)C)C.F[P-](F)(F)(F)(F)F.[CH:42]1([CH2:48][NH2:49])[CH2:47][CH2:46][CH2:45][CH2:44][CH2:43]1.C(N(C(C)C)CC)(C)C, predict the reaction product. The product is: [CH:42]1([CH2:48][NH:49][C:15]([C:12]2[CH:11]=[C:10]([C:6]3[CH:5]=[C:4]4[C:9](=[CH:8][CH:7]=3)[NH:1][N:2]=[CH:3]4)[O:14][N:13]=2)=[O:17])[CH2:47][CH2:46][CH2:45][CH2:44][CH2:43]1. (4) Given the reactants C([Li])CCC.Br[C:7]1[C:8]([C:22]2[CH:27]=[CH:26][CH:25]=[CH:24][CH:23]=2)=[N:9][N:10]2[C:15]([Si:16]([CH3:19])([CH3:18])[CH3:17])=[C:14]([O:20][CH3:21])[CH:13]=[CH:12][C:11]=12.Br[CH2:29][C:30]1[CH:31]=[C:32]([CH:37]=[C:38]([CH2:40][O:41][Si:42]([C:45]([CH3:48])([CH3:47])[CH3:46])([CH3:44])[CH3:43])[CH:39]=1)[C:33]([O:35][CH3:36])=[O:34].C(=O)(O)[O-].[Na+], predict the reaction product. The product is: [Si:42]([O:41][CH2:40][C:38]1[CH:37]=[C:32]([CH:31]=[C:30]([CH2:29][C:7]2[C:8]([C:22]3[CH:27]=[CH:26][CH:25]=[CH:24][CH:23]=3)=[N:9][N:10]3[C:15]([Si:16]([CH3:19])([CH3:18])[CH3:17])=[C:14]([O:20][CH3:21])[CH:13]=[CH:12][C:11]=23)[CH:39]=1)[C:33]([O:35][CH3:36])=[O:34])([C:45]([CH3:48])([CH3:47])[CH3:46])([CH3:43])[CH3:44]. (5) Given the reactants N[OH:2].[O:3]1[CH2:8][CH2:7][CH2:6][CH2:5][CH:4]1[O:9][CH2:10][C:11]1[CH:12]=[C:13]([CH:16]=[CH:17][CH:18]=1)[C:14]#[N:15].[C:19]([N:26]1C=CN=C1)(N1C=CN=C1)=[O:20].O, predict the reaction product. The product is: [O:3]1[CH2:8][CH2:7][CH2:6][CH2:5][CH:4]1[O:9][CH2:10][C:11]1[CH:12]=[C:13]([C:14]2[NH:26][C:19](=[O:20])[O:2][N:15]=2)[CH:16]=[CH:17][CH:18]=1. (6) Given the reactants [CH3:1][S:2]([C:5]1[CH:41]=[CH:40][C:8]([CH2:9][NH:10][C:11]([C:13]2[C:14](=[O:39])[N:15]([C:29]3[CH:34]=[CH:33][CH:32]=[C:31]([C:35]([F:38])([F:37])[F:36])[CH:30]=3)[C:16]([CH3:28])=[C:17]([C:19]([N:21](C(=O)C(C)C)[NH2:22])=O)[CH:18]=2)=[O:12])=[CH:7][CH:6]=1)(=[O:4])=[O:3], predict the reaction product. The product is: [CH3:1][S:2]([C:5]1[CH:6]=[CH:7][C:8]([CH2:9][NH:10][C:11]([C:13]2[C:14](=[O:39])[N:15]([C:29]3[CH:34]=[CH:33][CH:32]=[C:31]([C:35]([F:38])([F:37])[F:36])[CH:30]=3)[C:16]([CH3:28])=[C:17]([C:19]3[O:12][C:11]([CH:13]([CH3:14])[CH3:18])=[N:22][N:21]=3)[CH:18]=2)=[O:12])=[CH:40][CH:41]=1)(=[O:4])=[O:3].